Predict the reactants needed to synthesize the given product. From a dataset of Full USPTO retrosynthesis dataset with 1.9M reactions from patents (1976-2016). (1) Given the product [CH3:66][O:65][C:64]([NH:63][C@H:59]([C:58]([N:53]1[CH2:54][C@@H:55]([CH3:57])[CH2:56][C@H:52]1[C:50]1[NH:51][C:47]([C:32]2[CH:33]=[C:34]3[CH2:35][O:36][C:23]4[CH:22]=[C:21]5[C:26]([CH:27]=[CH:28][C:18]6[NH:17][C:16]([C@@H:6]7[CH2:5][C@H:4]([CH2:3][O:2][CH3:1])[CH2:8][N:7]7[C:9]([O:11][C:12]([CH3:13])([CH3:14])[CH3:15])=[O:10])=[N:20][C:19]=65)=[CH:25][C:24]=4[C:29]3=[CH:30][CH:31]=2)=[CH:48][N:49]=1)=[O:68])[CH:60]([CH3:62])[CH3:61])=[O:67], predict the reactants needed to synthesize it. The reactants are: [CH3:1][O:2][CH2:3][C@@H:4]1[CH2:8][N:7]([C:9]([O:11][C:12]([CH3:15])([CH3:14])[CH3:13])=[O:10])[C@H:6]([C:16]2[NH:20][C:19]3[C:21]4[C:26]([CH:27]=[CH:28][C:18]=3[N:17]=2)=[CH:25][C:24]2[C:29]3[C:34]([CH2:35][O:36][C:23]=2[CH:22]=4)=[CH:33][C:32](B2OC(C)(C)C(C)(C)O2)=[CH:31][CH:30]=3)[CH2:5]1.Br[C:47]1[NH:51][C:50]([C@@H:52]2[CH2:56][C@H:55]([CH3:57])[CH2:54][N:53]2[C:58](=[O:68])[C@@H:59]([NH:63][C:64](=[O:67])[O:65][CH3:66])[CH:60]([CH3:62])[CH3:61])=[N:49][CH:48]=1.C(=O)([O-])[O-].[K+].[K+]. (2) Given the product [Cl:1][C:2]1[C:9]([F:10])=[CH:8][CH:7]=[C:6]([O:13][CH3:12])[C:3]=1[CH:4]=[O:5], predict the reactants needed to synthesize it. The reactants are: [Cl:1][C:2]1[C:9]([F:10])=[CH:8][CH:7]=[C:6](F)[C:3]=1[CH:4]=[O:5].[CH3:12][O-:13].[Na+]. (3) Given the product [CH3:14][CH:13]([CH3:15])[C@@H:9]([NH:8][C:6](=[O:7])[O:5][C:1]([CH3:2])([CH3:3])[CH3:4])[C:10](=[O:12])[N:30]1[CH2:29][CH2:28][CH2:27][CH2:25]1, predict the reactants needed to synthesize it. The reactants are: [C:1]([O:5][C:6]([NH:8][C@H:9]([CH:13]([CH3:15])[CH3:14])[C:10]([OH:12])=O)=[O:7])([CH3:4])([CH3:3])[CH3:2].CN(C(ON1N=NC2[CH:27]=[CH:28][CH:29]=[N:30][C:25]1=2)=[N+](C)C)C.F[P-](F)(F)(F)(F)F.N1CCCC1.CCN(CC)CC. (4) Given the product [F:25][C:22]1[CH:23]=[CH:24][C:19]([S:10][CH2:7][CH2:8][CH3:9])=[C:20]([N+:26]([O-:28])=[O:27])[CH:21]=1, predict the reactants needed to synthesize it. The reactants are: C(=O)([O-])[O-].[K+].[K+].[CH2:7]([SH:10])[CH2:8][CH3:9].CN1CCCC1=O.F[C:19]1[CH:24]=[CH:23][C:22]([F:25])=[CH:21][C:20]=1[N+:26]([O-:28])=[O:27].